From a dataset of Peptide-MHC class II binding affinity with 134,281 pairs from IEDB. Regression. Given a peptide amino acid sequence and an MHC pseudo amino acid sequence, predict their binding affinity value. This is MHC class II binding data. (1) The peptide sequence is GRWDEDGAKRIPVDV. The MHC is DRB1_1101 with pseudo-sequence DRB1_1101. The binding affinity (normalized) is 0. (2) The peptide sequence is PTPKGTVMDIISRKDQR. The binding affinity (normalized) is 0. The MHC is DRB1_0701 with pseudo-sequence DRB1_0701. (3) The peptide sequence is GLLSYVIGLLPQNMV. The MHC is DRB5_0101 with pseudo-sequence DRB5_0101. The binding affinity (normalized) is 0.600. (4) The peptide sequence is AGLLGVVSTVLLGGV. The MHC is DRB1_0405 with pseudo-sequence DRB1_0405. The binding affinity (normalized) is 0.357. (5) The MHC is DRB1_0802 with pseudo-sequence DRB1_0802. The binding affinity (normalized) is 0.703. The peptide sequence is AFKVAACAANAAPAN. (6) The peptide sequence is PKQMLVGGVVLLGAMK. The MHC is HLA-DQA10303-DQB10402 with pseudo-sequence HLA-DQA10303-DQB10402. The binding affinity (normalized) is 0. (7) The peptide sequence is EGKVVQYENLKYTVI. The MHC is DRB5_0101 with pseudo-sequence DRB5_0101. The binding affinity (normalized) is 0.278. (8) The peptide sequence is EFPHSNGEIEDVQTD. The MHC is DRB1_0301 with pseudo-sequence DRB1_0301. The binding affinity (normalized) is 0.156. (9) The peptide sequence is QVQLVESGGGVVQPG. The MHC is DRB1_1302 with pseudo-sequence DRB1_1302. The binding affinity (normalized) is 0.576.